Dataset: Retrosynthesis with 50K atom-mapped reactions and 10 reaction types from USPTO. Task: Predict the reactants needed to synthesize the given product. (1) Given the product COc1ccc2cccnc2c1OCc1ccccc1, predict the reactants needed to synthesize it. The reactants are: COc1ccc2cccnc2c1O.ClCc1ccccc1. (2) Given the product CCCn1c(=O)c2nc(C(CC)c3ccc(NCC(=O)OC)cc3)[nH]c2n(CCC)c1=O, predict the reactants needed to synthesize it. The reactants are: CCCn1c(=O)c2nc(C(CC)c3ccc(NCC(=O)O)cc3)[nH]c2n(CCC)c1=O.CO. (3) Given the product COC(=O)CN1CCc2ccccc21, predict the reactants needed to synthesize it. The reactants are: COC(=O)CBr.c1ccc2c(c1)CCN2. (4) Given the product CN(CCNC(=O)OC(C)(C)C)Cc1ccccc1, predict the reactants needed to synthesize it. The reactants are: CC(C)(C)OC(=O)NCCNCc1ccccc1.CI. (5) Given the product OCc1csc(-c2cccnc2)n1, predict the reactants needed to synthesize it. The reactants are: CCOC(=O)c1csc(-c2cccnc2)n1.